Dataset: Full USPTO retrosynthesis dataset with 1.9M reactions from patents (1976-2016). Task: Predict the reactants needed to synthesize the given product. (1) Given the product [CH3:1][O:2][CH2:3][CH2:4][O:5][C:6]1[CH:11]=[CH:10][C:9](/[CH:12]=[CH:13]/[C:14]([NH:57][S:54]([CH2:49][CH2:50][CH2:51][CH2:52][CH3:53])(=[O:56])=[O:55])=[O:16])=[C:8]([O:17][CH2:18][CH:19]2[CH2:23][CH2:22][CH2:21][O:20]2)[CH:7]=1, predict the reactants needed to synthesize it. The reactants are: [CH3:1][O:2][CH2:3][CH2:4][O:5][C:6]1[CH:11]=[CH:10][C:9](/[CH:12]=[CH:13]/[C:14]([OH:16])=O)=[C:8]([O:17][CH2:18][CH:19]2[CH2:23][CH2:22][CH2:21][O:20]2)[CH:7]=1.CC1C=CC=C([N+]([O-])=O)C=1C(OC(=O)C1C([N+]([O-])=O)=CC=CC=1C)=O.[CH2:49]([S:54]([NH2:57])(=[O:56])=[O:55])[CH2:50][CH2:51][CH2:52][CH3:53].[Cl-].[NH4+]. (2) Given the product [Cl:1][CH2:2][CH2:3][CH2:4][CH2:5][N:6]1[C:14]([O:15][CH3:16])=[N:13][C:12]2[C:7]1=[N:8][C:9]([O:18][C@@H:19]([CH3:22])[CH2:20][CH2:21][CH2:24][CH3:25])=[N:10][C:11]=2[NH2:17], predict the reactants needed to synthesize it. The reactants are: [Cl:1][CH2:2][CH2:3][CH2:4][CH2:5][N:6]1[C:14]([O:15][CH3:16])=[N:13][C:12]2[C:7]1=[N:8][C:9]([O:18][C@@H:19]([CH3:22])[CH2:20][CH3:21])=[N:10][C:11]=2[NH2:17].F[C:24](F)(F)[C:25](O)=O.COC1N=C2C(N=1)=C(N)NC(O[C@@H](C)CCCC)=N2.BrCCCCCl. (3) Given the product [CH:1]([C:4]1[CH:10]=[CH:9][C:7]([NH:8][CH2:20][CH2:19][C:16]2[CH:15]=[CH:14][C:13]([C:12]([F:22])([F:11])[F:21])=[CH:18][N:17]=2)=[CH:6][CH:5]=1)([CH3:3])[CH3:2], predict the reactants needed to synthesize it. The reactants are: [CH:1]([C:4]1[CH:10]=[CH:9][C:7]([NH2:8])=[CH:6][CH:5]=1)([CH3:3])[CH3:2].[F:11][C:12]([F:22])([F:21])[C:13]1[CH:14]=[CH:15][C:16]([CH:19]=[CH2:20])=[N:17][CH:18]=1. (4) Given the product [CH3:21][N:17]1[C:18]2[C:14](=[CH:13][C:12]([N:7]3[CH2:6][C:5]4[C:9](=[CH:10][C:2]([O:1][CH2:35][C:34]([F:38])([F:37])[F:33])=[CH:3][CH:4]=4)[C:8]3=[O:11])=[CH:20][CH:19]=2)[CH:15]=[CH:16]1, predict the reactants needed to synthesize it. The reactants are: [OH:1][C:2]1[CH:10]=[C:9]2[C:5]([CH2:6][N:7]([C:12]3[CH:13]=[C:14]4[C:18](=[CH:19][CH:20]=3)[N:17]([CH3:21])[CH:16]=[CH:15]4)[C:8]2=[O:11])=[CH:4][CH:3]=1.C(=O)([O-])[O-].[K+].[K+].CN(C)C=O.[F:33][C:34]([F:38])([F:37])[CH2:35]I. (5) Given the product [Br:6][C@H:3]([C:32]1[CH:33]=[C:34]([C:36]([F:39])([F:37])[F:38])[CH:35]=[C:30]([C:29]([F:28])([F:44])[F:43])[CH:31]=1)[CH3:2], predict the reactants needed to synthesize it. The reactants are: Br[C:2](Cl)(Cl)[C:3]([Br:6])(Cl)Cl.C1(P(C2C=CC=CC=2)C2C=CC=CC=2)C=CC=CC=1.[F:28][C:29]([F:44])([F:43])[C:30]1[CH:31]=[C:32]([C@H](O)C)[CH:33]=[C:34]([C:36]([F:39])([F:38])[F:37])[CH:35]=1.CCCCCC. (6) Given the product [C:26]1([CH:25]([C:32]2[CH:33]=[CH:34][CH:35]=[CH:36][CH:37]=2)[CH2:24][N:15]([CH2:16][C:17]2[CH:22]=[CH:21][CH:20]=[C:19]([Cl:23])[CH:18]=2)[CH2:14][CH2:13][CH2:12][O:11][C:7]2[CH:6]=[C:5]([CH2:4][C:3]([OH:38])=[O:2])[CH:10]=[CH:9][CH:8]=2)[CH:27]=[CH:28][CH:29]=[CH:30][CH:31]=1, predict the reactants needed to synthesize it. The reactants are: C[O:2][C:3](=[O:38])[CH2:4][C:5]1[CH:10]=[CH:9][CH:8]=[C:7]([O:11][CH2:12][CH2:13][CH2:14][N:15]([CH2:24][CH:25]([C:32]2[CH:37]=[CH:36][CH:35]=[CH:34][CH:33]=2)[C:26]2[CH:31]=[CH:30][CH:29]=[CH:28][CH:27]=2)[CH2:16][C:17]2[CH:22]=[CH:21][CH:20]=[C:19]([Cl:23])[CH:18]=2)[CH:6]=1.[OH-].[Na+]. (7) Given the product [CH2:1]([N:3]([CH2:4][CH2:5][OH:6])[C:27]([C:12]1[CH:13]=[C:14]2[C:9](=[CH:10][CH:11]=1)[N:8]([CH3:7])[C:20]1[CH2:19][CH2:18][CH:17]([CH:21]3[CH2:26][CH2:25][O:24][CH2:23][CH2:22]3)[CH2:16][C:15]2=1)=[O:28])[CH3:2], predict the reactants needed to synthesize it. The reactants are: [CH2:1]([NH:3][CH2:4][CH2:5][OH:6])[CH3:2].[CH3:7][N:8]1[C:20]2[CH2:19][CH2:18][CH:17]([CH:21]3[CH2:26][CH2:25][O:24][CH2:23][CH2:22]3)[CH2:16][C:15]=2[C:14]2[C:9]1=[CH:10][CH:11]=[C:12]([C:27](O)=[O:28])[CH:13]=2.CCN(C(C)C)C(C)C.CN(C(ON1N=NC2C=CC=NC1=2)=[N+](C)C)C.F[P-](F)(F)(F)(F)F.